Dataset: HIV replication inhibition screening data with 41,000+ compounds from the AIDS Antiviral Screen. Task: Binary Classification. Given a drug SMILES string, predict its activity (active/inactive) in a high-throughput screening assay against a specified biological target. (1) The drug is CS(=O)(=O)N1CC(CCl)c2ccc(O)cc21. The result is 0 (inactive). (2) The drug is BrC12C3C4C5C(C(C43)C13OCCO3)C52. The result is 0 (inactive).